Dataset: Reaction yield outcomes from USPTO patents with 853,638 reactions. Task: Predict the reaction yield, written as a fraction of the theoretical maximum amount of product (1.0 means a 100% yield; for example, 0.34 means a 34% yield). (1) The reactants are Cl[C:2]1[C:7]([N+:8]([O-:10])=[O:9])=[C:6]([Cl:11])[N:5]=[C:4]([S:12][CH2:13][CH2:14][CH3:15])[N:3]=1.[NH2:16][C@H:17]1[C@@H:21]2[O:22][C:23]([CH3:26])([CH3:25])[O:24][C@@H:20]2[C@@H:19]([O:27][CH2:28][CH2:29][OH:30])[CH2:18]1.O.C(OCC)(=O)C. The catalyst is O1CCCC1. The product is [Cl:11][C:6]1[N:5]=[C:4]([S:12][CH2:13][CH2:14][CH3:15])[N:3]=[C:2]([NH:16][C@H:17]2[C@@H:21]3[O:22][C:23]([CH3:25])([CH3:26])[O:24][C@@H:20]3[C@@H:19]([O:27][CH2:28][CH2:29][OH:30])[CH2:18]2)[C:7]=1[N+:8]([O-:10])=[O:9]. The yield is 0.450. (2) The reactants are [CH3:1][C:2]1[C:6]([CH2:7][N:8]2[CH:12]=[C:11]([N:13]3[C:17](=[O:18])[C:16]([CH3:20])([CH3:19])[NH:15][C:14]3=[O:21])[CH:10]=[N:9]2)=[C:5]([CH3:22])[O:4][N:3]=1.Br[CH2:24][C:25]1[CH:30]=[CH:29][C:28]([O:31][CH3:32])=[C:27]([O:33][CH3:34])[CH:26]=1. No catalyst specified. The product is [CH3:34][O:33][C:27]1[CH:26]=[C:25]([CH:30]=[CH:29][C:28]=1[O:31][CH3:32])[CH2:24][N:15]1[C:16]([CH3:19])([CH3:20])[C:17](=[O:18])[N:13]([C:11]2[CH:10]=[N:9][N:8]([CH2:7][C:6]3[C:2]([CH3:1])=[N:3][O:4][C:5]=3[CH3:22])[CH:12]=2)[C:14]1=[O:21]. The yield is 0.670. (3) The reactants are C[O:2][C:3](=[O:15])[C:4]1[CH:9]=[C:8]([N+:10]([O-:12])=[O:11])[CH:7]=[C:6]([CH3:13])[C:5]=1[Br:14].[OH-].[Na+]. The catalyst is C(O)C. The product is [Br:14][C:5]1[C:6]([CH3:13])=[CH:7][C:8]([N+:10]([O-:12])=[O:11])=[CH:9][C:4]=1[C:3]([OH:15])=[O:2]. The yield is 0.940. (4) The reactants are [OH:1][C:2]1[CH:11]=[C:10]2[C:5]([C:6]([CH3:21])=[C:7]([C:13]3[CH:18]=[CH:17][C:16]([O:19][CH3:20])=[CH:15][CH:14]=3)[C:8](=[O:12])[O:9]2)=[CH:4][CH:3]=1.[I-].C[N+]1C=CN([C:29](=[O:38])[N:30]([CH3:37])[C:31]2[CH:36]=[CH:35][CH:34]=[CH:33][CH:32]=2)C=1. No catalyst specified. The product is [CH3:20][O:19][C:16]1[CH:17]=[CH:18][C:13]([C:7]2[C:8](=[O:12])[O:9][C:10]3[C:5]([C:6]=2[CH3:21])=[CH:4][CH:3]=[C:2]([O:1][C:29](=[O:38])[N:30]([CH3:37])[C:31]2[CH:36]=[CH:35][CH:34]=[CH:33][CH:32]=2)[CH:11]=3)=[CH:14][CH:15]=1. The yield is 0.430. (5) The reactants are [F:1][C:2]([F:35])([F:34])[C:3]1([CH2:9][N:10]2[CH2:15][CH2:14][CH:13]([CH2:16][O:17][C:18]3[N:23]=[CH:22][C:21]([C:24]4[CH:33]=[CH:32][C:27]([C:28]([O:30]C)=[O:29])=[CH:26][CH:25]=4)=[CH:20][CH:19]=3)[CH2:12][CH2:11]2)[CH2:8][CH2:7][CH2:6][CH2:5][CH2:4]1.O[Li].O. The catalyst is FC(F)(F)C1(CN2CCC(COC3C=CC(C4C=CC(C(O)=O)=CC=4)=CC=3)CC2)CCC1. The product is [F:35][C:2]([F:1])([F:34])[C:3]1([CH2:9][N:10]2[CH2:11][CH2:12][CH:13]([CH2:16][O:17][C:18]3[N:23]=[CH:22][C:21]([C:24]4[CH:33]=[CH:32][C:27]([C:28]([OH:30])=[O:29])=[CH:26][CH:25]=4)=[CH:20][CH:19]=3)[CH2:14][CH2:15]2)[CH2:8][CH2:7][CH2:6][CH2:5][CH2:4]1. The yield is 0.870. (6) The reactants are NC1NN=C(C)C=1C1SC2C([S:17](Cl)(=[O:19])=[O:18])=CC=C(F)C=2N=1.[F:22][C:23]1[C:28]2[N:29]=[C:30]([C:32]3[C:36]([CH3:37])=[N:35][NH:34][C:33]=3[NH2:38])[S:31][C:27]=2[CH:26]=[CH:25][CH:24]=1.[NH3:39]. The catalyst is C(O)C. The product is [NH2:38][C:33]1[NH:34][N:35]=[C:36]([CH3:37])[C:32]=1[C:30]1[S:31][C:27]2[CH:26]=[C:25]([S:17]([NH2:39])(=[O:19])=[O:18])[CH:24]=[C:23]([F:22])[C:28]=2[N:29]=1. The yield is 0.720. (7) The reactants are [C:1]1([S:7](Cl)(=[O:9])=[O:8])[CH:6]=[CH:5][CH:4]=[CH:3][CH:2]=1.[NH2:11][CH2:12][C:13]1[CH:21]=[CH:20][C:16]([C:17]([OH:19])=[O:18])=[CH:15][CH:14]=1.Cl. The catalyst is [OH-].[Na+]. The product is [C:1]1([S:7]([NH:11][CH2:12][C:13]2[CH:14]=[CH:15][C:16]([C:17]([OH:19])=[O:18])=[CH:20][CH:21]=2)(=[O:9])=[O:8])[CH:6]=[CH:5][CH:4]=[CH:3][CH:2]=1. The yield is 0.800.